This data is from Forward reaction prediction with 1.9M reactions from USPTO patents (1976-2016). The task is: Predict the product of the given reaction. (1) Given the reactants [C:1]([C:3]1[CH:8]=[CH:7][N:6]=[C:5]([C:9]([NH:11][C:12]2[CH:13]=[C:14]3[C:18](=[CH:19][CH:20]=2)[N:17]([CH2:21][CH3:22])[CH:16]=[C:15]3[CH:23]2[CH2:28][CH2:27][N:26](C(OC(C)(C)C)=O)[CH2:25][CH2:24]2)=[O:10])[CH:4]=1)#[N:2].Cl.C([O-])(O)=O.[Na+], predict the reaction product. The product is: [C:1]([C:3]1[CH:8]=[CH:7][N:6]=[C:5]([C:9]([NH:11][C:12]2[CH:13]=[C:14]3[C:18](=[CH:19][CH:20]=2)[N:17]([CH2:21][CH3:22])[CH:16]=[C:15]3[CH:23]2[CH2:24][CH2:25][NH:26][CH2:27][CH2:28]2)=[O:10])[CH:4]=1)#[N:2]. (2) Given the reactants [CH3:1][S:2]SC.[C:5]1([CH3:14])[CH:10]=[CH:9][C:8]([S:11]([O-:13])=[O:12])=[CH:7][CH:6]=1.[Na+].II.S([O-])([O-])(=O)=S.[Na+].[Na+], predict the reaction product. The product is: [C:5]1([CH3:14])[CH:10]=[CH:9][C:8]([S:11](=[O:13])([S:2][CH3:1])=[O:12])=[CH:7][CH:6]=1.